From a dataset of Catalyst prediction with 721,799 reactions and 888 catalyst types from USPTO. Predict which catalyst facilitates the given reaction. (1) Reactant: Br[CH2:2][C:3]([C:5]1[CH:12]=[CH:11][C:8]([C:9]#[N:10])=[CH:7][CH:6]=1)=[O:4].[N-:13]=[N+:14]=[N-:15].[Na+]. Product: [N:13]([CH2:2][C:3]([C:5]1[CH:12]=[CH:11][C:8]([C:9]#[N:10])=[CH:7][CH:6]=1)=[O:4])=[N+:14]=[N-:15]. The catalyst class is: 5. (2) Reactant: [O:1]1[CH2:5][CH2:4][CH2:3][CH:2]1[CH2:6][O:7]S(C)(=O)=O.C(=O)([O-])[O-].[Cs+].[Cs+].O[C:19]1[CH:20]=[C:21]2[C:26](=[CH:27][CH:28]=1)[C:25](=[O:29])[O:24][CH:23]=[CH:22]2.O. Product: [O:1]1[CH2:5][CH2:4][CH2:3][C@@H:2]1[CH2:6][O:7][C:19]1[CH:20]=[C:21]2[C:26](=[CH:27][CH:28]=1)[C:25](=[O:29])[O:24][CH:23]=[CH:22]2. The catalyst class is: 3.